Dataset: Reaction yield outcomes from USPTO patents with 853,638 reactions. Task: Predict the reaction yield, written as a fraction of the theoretical maximum amount of product (1.0 means a 100% yield; for example, 0.34 means a 34% yield). The reactants are C(OC(N(C)[C@@H](C)[C:10]([NH:12][C@@H:13]([C:42]([CH3:45])([CH3:44])[CH3:43])[C:14]([N:16]1[C@H:20]([C:21](=[O:33])[NH:22][C@H:23]2[C:32]3[C:27](=[CH:28][CH:29]=[CH:30][CH:31]=3)[CH2:26][CH2:25][CH2:24]2)[CH2:19][C@H:18]([NH:34][C:35](=[O:41])[CH2:36][CH2:37][C:38](O)=[O:39])[CH2:17]1)=[O:15])=[O:11])=O)(C)(C)C.[NH2:48][C:49]1[CH:58]=[C:57]2[C:52]([CH2:53][C@@H:54]([C:80](=[O:92])[NH:81][C@H:82]3[C:91]4[C:86](=[CH:87][CH:88]=[CH:89][CH:90]=4)[CH2:85][CH2:84][CH2:83]3)[N:55]([C:59](=[O:79])[C@@H:60]([NH:65][C:66](=[O:78])[C@@H:67]([N:69](C)[C:70](=O)OC(C)(C)C)[CH3:68])[C:61]([CH3:64])([CH3:63])[CH3:62])[CH2:56]2)=[CH:51][CH:50]=1.CN(C(ON1N=NC2C=[CH:105][CH:106]=[N:107][C:102]1=2)=[N+](C)C)C.F[P-](F)(F)(F)(F)F.C(N(C(C)C)C(C)C)C.C([O-])(O)=O.[Na+].C(O)(C(F)(F)F)=O. The catalyst is CN(C=O)C.CCOC(C)=O. The product is [CH3:62][C:61]([CH3:63])([CH3:64])[C@H:60]([NH:65][C:66](=[O:78])[C@@H:67]([NH:69][CH3:70])[CH3:68])[C:59]([N:55]1[C@H:54]([C:80](=[O:92])[NH:81][C@H:82]2[C:91]3[C:86](=[CH:87][CH:88]=[CH:89][CH:90]=3)[CH2:85][CH2:84][CH2:83]2)[CH2:53][C:52]2[C:57](=[CH:58][C:49]([NH:48][C:38](=[O:39])[CH2:37][CH2:36][C:35]([NH:34][C@H:18]3[CH2:19][C@@H:20]([C:21](=[O:33])[NH:22][C@H:23]4[C:32]5[C:27](=[CH:28][CH:29]=[CH:30][CH:31]=5)[CH2:26][CH2:25][CH2:24]4)[N:16]([C:14](=[O:15])[C@@H:13]([NH:12][C:10](=[O:11])[C@@H:106]([NH:107][CH3:102])[CH3:105])[C:42]([CH3:43])([CH3:45])[CH3:44])[CH2:17]3)=[O:41])=[CH:50][CH:51]=2)[CH2:56]1)=[O:79]. The yield is 0.490.